This data is from Full USPTO retrosynthesis dataset with 1.9M reactions from patents (1976-2016). The task is: Predict the reactants needed to synthesize the given product. (1) Given the product [CH3:13][O:12][C:9]1[CH:10]=[CH:11][C:6]([N:5]=[C:3]([Cl:32])[C:2]([F:15])([F:14])[F:1])=[CH:7][CH:8]=1, predict the reactants needed to synthesize it. The reactants are: [F:1][C:2]([F:15])([F:14])[C:3]([NH:5][C:6]1[CH:11]=[CH:10][C:9]([O:12][CH3:13])=[CH:8][CH:7]=1)=O.P([Cl:32])(OC1C=CC=CC=1)(OC1C=CC=CC=1)=O.C(N(CC)CC)C.C(#N)C. (2) Given the product [CH3:24][O:23][C:18]1[N:17]=[C:16]2[C:12]([C:10]3[N:9]([S:26]([C:29]4[CH:30]=[CH:31][C:32]([CH3:35])=[CH:33][CH:34]=4)(=[O:28])=[O:27])[C:5]4=[N:6][CH:7]=[CH:8][C:3]([CH2:2][NH:36][CH2:37][CH:38]5[CH2:43][CH2:42][N:41]([C:44]([O:46][C:47]([CH3:50])([CH3:49])[CH3:48])=[O:45])[CH2:40][CH2:39]5)=[C:4]4[CH:11]=3)=[CH:13][N:14]([CH3:25])[C:15]2=[CH:20][C:19]=1[O:21][CH3:22], predict the reactants needed to synthesize it. The reactants are: Cl[CH2:2][C:3]1[CH:8]=[CH:7][N:6]=[C:5]2[N:9]([S:26]([C:29]3[CH:34]=[CH:33][C:32]([CH3:35])=[CH:31][CH:30]=3)(=[O:28])=[O:27])[C:10]([C:12]3[C:16]4=[N:17][C:18]([O:23][CH3:24])=[C:19]([O:21][CH3:22])[CH:20]=[C:15]4[N:14]([CH3:25])[CH:13]=3)=[CH:11][C:4]=12.[NH2:36][CH2:37][CH:38]1[CH2:43][CH2:42][N:41]([C:44]([O:46][C:47]([CH3:50])([CH3:49])[CH3:48])=[O:45])[CH2:40][CH2:39]1. (3) Given the product [Cl:31][C:28]1[CH:29]=[CH:30][C:25]([CH2:24][CH:16]2[N:13]3[C:14](=[O:15])[CH:9]([NH:8][C:5]([CH:1]4[CH2:4][CH2:3][CH2:2]4)=[O:6])[CH2:10][N:11]([S:32]([C:35]4[CH:40]=[CH:39][C:38]([Cl:41])=[CH:37][C:36]=4[Cl:42])(=[O:34])=[O:33])[CH:12]3[CH2:19][N:18]([CH:20]([CH3:22])[CH3:21])[C:17]2=[O:23])=[CH:26][CH:27]=1, predict the reactants needed to synthesize it. The reactants are: [CH:1]1([C:5](Cl)=[O:6])[CH2:4][CH2:3][CH2:2]1.[NH2:8][CH:9]1[C:14](=[O:15])[N:13]2[CH:16]([CH2:24][C:25]3[CH:30]=[CH:29][C:28]([Cl:31])=[CH:27][CH:26]=3)[C:17](=[O:23])[N:18]([CH:20]([CH3:22])[CH3:21])[CH2:19][CH:12]2[N:11]([S:32]([C:35]2[CH:40]=[CH:39][C:38]([Cl:41])=[CH:37][C:36]=2[Cl:42])(=[O:34])=[O:33])[CH2:10]1. (4) Given the product [Si:13]([O:12][C@@H:10]1[CH2:11][C@@H:6]([CH2:5][OH:4])[O:7][C:8](=[O:20])[CH2:9]1)([C:16]([CH3:19])([CH3:18])[CH3:17])([CH3:15])[CH3:14], predict the reactants needed to synthesize it. The reactants are: C([O:4][CH2:5][C@@H:6]1[CH2:11][C@@H:10]([O:12][Si:13]([C:16]([CH3:19])([CH3:18])[CH3:17])([CH3:15])[CH3:14])[CH2:9][C:8](=[O:20])[O:7]1)(=O)C. (5) The reactants are: [CH3:1][O:2][C:3]1[CH:4]=[C:5]([C:11]2[S:15][C:14]3=[N:16][CH:17]=[C:18](I)[N:13]3[N:12]=2)[CH:6]=[CH:7][C:8]=1[O:9][CH3:10].[C:20]([N:27]1[CH2:32][CH2:31][N:30]([C:33]2[N:38]=[CH:37][C:36](B3OC(C)(C)C(C)(C)O3)=[CH:35][N:34]=2)[CH2:29][CH2:28]1)([O:22][C:23]([CH3:26])([CH3:25])[CH3:24])=[O:21].C([O-])([O-])=O.[Na+].[Na+]. Given the product [C:23]([O:22][C:20]([N:27]1[CH2:32][CH2:31][N:30]([C:33]2[N:34]=[CH:35][C:36]([C:18]3[N:13]4[C:14]([S:15][C:11]([C:5]5[CH:6]=[CH:7][C:8]([O:9][CH3:10])=[C:3]([O:2][CH3:1])[CH:4]=5)=[N:12]4)=[N:16][CH:17]=3)=[CH:37][N:38]=2)[CH2:29][CH2:28]1)=[O:21])([CH3:26])([CH3:24])[CH3:25], predict the reactants needed to synthesize it.